This data is from Full USPTO retrosynthesis dataset with 1.9M reactions from patents (1976-2016). The task is: Predict the reactants needed to synthesize the given product. (1) The reactants are: Cl[C:2]1[N:9]=[CH:8][CH:7]=[CH:6][C:3]=1[C:4]#[N:5].Cl.[CH2:11]([O:18][NH2:19])[C:12]1[CH:17]=[CH:16][CH:15]=[CH:14][CH:13]=1.CCN(C(C)C)C(C)C.O. Given the product [CH2:11]([O:18][NH:19][C:2]1[N:9]=[CH:8][CH:7]=[CH:6][C:3]=1[C:4]#[N:5])[C:12]1[CH:17]=[CH:16][CH:15]=[CH:14][CH:13]=1, predict the reactants needed to synthesize it. (2) The reactants are: [CH:1]1([NH:4][C:5](=[O:40])[C:6]2[CH:11]=[CH:10][C:9]([CH3:12])=[C:8]([C:13]3[CH:21]=[C:20]4[C:16]([C:17]([S:30]([C:33]5[CH:38]=[CH:37][C:36]([F:39])=[CH:35][CH:34]=5)(=[O:32])=[O:31])=[N:18][N:19]4COCC[Si](C)(C)C)=[CH:15][CH:14]=3)[CH:7]=2)[CH2:3][CH2:2]1.Cl. Given the product [CH:1]1([NH:4][C:5](=[O:40])[C:6]2[CH:11]=[CH:10][C:9]([CH3:12])=[C:8]([C:13]3[CH:21]=[C:20]4[C:16]([C:17]([S:30]([C:33]5[CH:34]=[CH:35][C:36]([F:39])=[CH:37][CH:38]=5)(=[O:32])=[O:31])=[N:18][NH:19]4)=[CH:15][CH:14]=3)[CH:7]=2)[CH2:2][CH2:3]1, predict the reactants needed to synthesize it. (3) The reactants are: [NH2:1][C:2]1[NH:3][C:4]2[CH:10]=[CH:9][CH:8]=[CH:7][C:5]=2[N:6]=1.[H-].[Na+].Cl[C:14]1[N:19]=[C:18]([N:20]2[CH2:25][CH2:24][O:23][CH2:22][CH2:21]2)[N:17]=[C:16]([N:26]2[CH2:31][CH2:30][O:29][CH2:28][CH2:27]2)[N:15]=1.O. Given the product [NH2:1][C:2]1[N:6]([C:14]2[N:19]=[C:18]([N:20]3[CH2:21][CH2:22][O:23][CH2:24][CH2:25]3)[N:17]=[C:16]([N:26]3[CH2:27][CH2:28][O:29][CH2:30][CH2:31]3)[N:15]=2)[C:5]2[CH:7]=[CH:8][CH:9]=[CH:10][C:4]=2[N:3]=1, predict the reactants needed to synthesize it. (4) Given the product [F:22][C:23]1[CH:30]=[CH:29][CH:28]=[C:27]([F:31])[C:24]=1[C:25]1[NH:2][C:3]([C:4]([O:6][CH2:7][CH3:8])=[O:5])=[C:9]([C:10]2[CH:15]=[CH:14][CH:13]=[CH:12][N:11]=2)[N:21]=1, predict the reactants needed to synthesize it. The reactants are: O[N:2]=[C:3]([C:9](=O)[C:10]1[CH:15]=[CH:14][CH:13]=[CH:12][N:11]=1)[C:4]([O:6][CH2:7][CH3:8])=[O:5].C([O-])(=O)C.[NH4+:21].[F:22][C:23]1[CH:30]=[CH:29][CH:28]=[C:27]([F:31])[C:24]=1[CH:25]=O. (5) Given the product [CH3:1][O:2][C:3]([C@@H:5]1[CH2:18][C@H:17]([N:29]=[N+:30]=[N-:31])[C:16](=[O:20])[C@H:15]2[C@@:6]1([CH3:28])[CH2:7][CH2:8][C@@H:9]1[C@:14]2([CH3:21])[CH2:13][C@@H:12]([C:22]2[CH:26]=[CH:25][O:24][CH:23]=2)[O:11][C:10]1=[O:27])=[O:4], predict the reactants needed to synthesize it. The reactants are: [CH3:1][O:2][C:3]([C@@H:5]1[CH2:18][C@@H:17](Br)[C:16](=[O:20])[C@H:15]2[C@@:6]1([CH3:28])[CH2:7][CH2:8][C@H:9]1[C@:14]2([CH3:21])[CH2:13][C@@H:12]([C:22]2[CH:26]=[CH:25][O:24][CH:23]=2)[O:11][C:10]1=[O:27])=[O:4].[N-:29]=[N+:30]=[N-:31].[Na+].C(O)(=O)C.O. (6) The reactants are: FC(F)(F)S(O[C:7]1[C:8]([C:18](=[O:20])[CH3:19])=[CH:9][C:10]([Cl:17])=[C:11]2[C:16]=1[N:15]=[CH:14][CH:13]=[CH:12]2)(=O)=O.Cl.[NH:24]1[CH2:29][CH2:28][CH2:27][C@H:26]([OH:30])[CH2:25]1.C1C=CC(P(C2C=CC3C(=CC=CC=3)C=2C2C3C(=CC=CC=3)C=CC=2P(C2C=CC=CC=2)C2C=CC=CC=2)C2C=CC=CC=2)=CC=1.C(=O)([O-])[O-].[Cs+].[Cs+]. Given the product [Cl:17][C:10]1[CH:9]=[C:8]([C:18](=[O:20])[CH3:19])[C:7]([N:24]2[CH2:29][CH2:28][CH2:27][C@H:26]([OH:30])[CH2:25]2)=[C:16]2[C:11]=1[CH:12]=[CH:13][CH:14]=[N:15]2, predict the reactants needed to synthesize it. (7) Given the product [CH2:15]=[C:2]1[CH2:4][CH:5]2[C:8]([CH3:10])([CH3:9])[C:1]1([CH3:11])[CH2:7][CH2:6]2, predict the reactants needed to synthesize it. The reactants are: [C:1]12([CH3:11])[C:8]([CH3:10])([CH3:9])[CH:5]([CH2:6][CH2:7]1)[CH2:4][C:2]2=O.[H-].[Na+].O.[CH3:15]CCCC.